This data is from Catalyst prediction with 721,799 reactions and 888 catalyst types from USPTO. The task is: Predict which catalyst facilitates the given reaction. (1) Reactant: C(O)C.[CH2:4](Cl)[C:5]1[CH:10]=[CH:9][CH:8]=[CH:7][CH:6]=1.O.O.O.[CH2:15]([N:17]([CH2:21][CH3:22])[C:18](=[S:20])[S-:19])[CH3:16].[Na+]. Product: [CH2:15]([N:17]([CH2:21][CH3:22])[C:18](=[S:19])[S:20][CH2:4][C:5]1[CH:10]=[CH:9][CH:8]=[CH:7][CH:6]=1)[CH3:16]. The catalyst class is: 6. (2) Reactant: [C:1](Cl)(=[O:3])[CH3:2].[NH2:5][C:6](=[O:31])[CH2:7][NH:8][C@@H:9]1[C:17]2[C:12](=[CH:13][CH:14]=[CH:15][CH:16]=2)[CH2:11][C@H:10]1[NH:18][C:19]([C:21]1[NH:25][C:24]2[C:26]([Cl:30])=[C:27]([Cl:29])[S:28][C:23]=2[CH:22]=1)=[O:20]. Product: [C:1]([N:8]([CH2:7][C:6]([NH2:5])=[O:31])[C@@H:9]1[C:17]2[C:12](=[CH:13][CH:14]=[CH:15][CH:16]=2)[CH2:11][C@H:10]1[NH:18][C:19]([C:21]1[NH:25][C:24]2[C:26]([Cl:30])=[C:27]([Cl:29])[S:28][C:23]=2[CH:22]=1)=[O:20])(=[O:3])[CH3:2]. The catalyst class is: 1. (3) Reactant: [CH2:1]([O:5][CH2:6][CH2:7][O:8][C:9]1[CH:14]=[CH:13][C:12]([C:15]2[CH:16]=[CH:17][C:18]3[N:24]([CH2:25][CH:26]([CH3:28])[CH3:27])[CH2:23][CH2:22][C:21]([C:29]([NH:31][C:32]4[CH:37]=[CH:36][C:35]([S:38][CH2:39][C:40]5[N:41]([CH2:45][CH2:46][CH2:47][C:48]([O:50][CH2:51][CH3:52])=[O:49])[CH:42]=[CH:43][N:44]=5)=[CH:34][CH:33]=4)=[O:30])=[CH:20][C:19]=3[CH:53]=2)=[CH:11][CH:10]=1)[CH2:2][CH2:3][CH3:4].ClC1C=CC=C(C(OO)=[O:62])C=1.S([O-])([O-])(=O)=S.[Na+].[Na+]. Product: [CH2:1]([O:5][CH2:6][CH2:7][O:8][C:9]1[CH:10]=[CH:11][C:12]([C:15]2[CH:16]=[CH:17][C:18]3[N:24]([CH2:25][CH:26]([CH3:27])[CH3:28])[CH2:23][CH2:22][C:21]([C:29]([NH:31][C:32]4[CH:37]=[CH:36][C:35]([S:38]([CH2:39][C:40]5[N:41]([CH2:45][CH2:46][CH2:47][C:48]([O:50][CH2:51][CH3:52])=[O:49])[CH:42]=[CH:43][N:44]=5)=[O:62])=[CH:34][CH:33]=4)=[O:30])=[CH:20][C:19]=3[CH:53]=2)=[CH:13][CH:14]=1)[CH2:2][CH2:3][CH3:4]. The catalyst class is: 4. (4) Reactant: [OH:1][C:2]1[C:6]([C:7]([O:9][CH2:10][CH3:11])=[O:8])=[CH:5][N:4]([C:12]2[CH:17]=[CH:16][CH:15]=[CH:14][CH:13]=2)[N:3]=1.Cl[CH2:19][C:20]1[CH:39]=[CH:38][C:23]([O:24][CH2:25][C:26]2[N:27]=[C:28]([C:32]3[CH:37]=[CH:36][CH:35]=[CH:34][CH:33]=3)[O:29][C:30]=2[CH3:31])=[C:22]([O:40][CH3:41])[CH:21]=1.C(=O)([O-])[O-].[K+].[K+].Cl. Product: [CH3:41][O:40][C:22]1[CH:21]=[C:20]([CH:39]=[CH:38][C:23]=1[O:24][CH2:25][C:26]1[N:27]=[C:28]([C:32]2[CH:37]=[CH:36][CH:35]=[CH:34][CH:33]=2)[O:29][C:30]=1[CH3:31])[CH2:19][O:1][C:2]1[C:6]([C:7]([O:9][CH2:10][CH3:11])=[O:8])=[CH:5][N:4]([C:12]2[CH:17]=[CH:16][CH:15]=[CH:14][CH:13]=2)[N:3]=1. The catalyst class is: 9. (5) Reactant: [N+]([C:4]1[CH:5]=[C:6]([C:12]#[N:13])[C:7](=[CH:10][CH:11]=1)[C:8]#[N:9])([O-])=O.[CH3:14][C:15]1[CH:20]=[CH:19][CH:18]=[C:17]([CH3:21])[C:16]=1[OH:22].C([O-])([O-])=O.[K+].[K+].CN(C=O)C. Product: [CH3:14][C:15]1[CH:20]=[CH:19][CH:18]=[C:17]([CH3:21])[C:16]=1[O:22][C:4]1[CH:5]=[C:6]([C:12]#[N:13])[C:7](=[CH:10][CH:11]=1)[C:8]#[N:9]. The catalyst class is: 6. (6) Reactant: [Br:1][C:2]1[CH:7]=[CH:6][C:5](=[O:8])[NH:4][C:3]=1[C:9]#[N:10].C(=O)([O-])[O-].[K+].[K+].I[CH2:18][CH2:19][CH2:20][CH3:21]. The catalyst class is: 21. Product: [Br:1][C:2]1[C:3]([C:9]#[N:10])=[N:4][C:5]([O:8][CH2:18][CH2:19][CH2:20][CH3:21])=[CH:6][CH:7]=1. (7) The catalyst class is: 5. Reactant: Cl.[NH:2]1[CH2:7][CH2:6][CH:5]([C:8]2[C:16]3[C:11](=[N:12][CH:13]=[CH:14][CH:15]=3)[NH:10][N:9]=2)[CH2:4][CH2:3]1.[Cl:17][C:18]1[N:23]=[C:22]([C:24]([O:26][CH3:27])=[O:25])[CH:21]=[C:20](Cl)[N:19]=1.CCN(C(C)C)C(C)C.C(Cl)Cl.CO. Product: [Cl:17][C:18]1[N:23]=[C:22]([C:24]([O:26][CH3:27])=[O:25])[CH:21]=[C:20]([N:2]2[CH2:3][CH2:4][CH:5]([C:8]3[C:16]4[C:11](=[N:12][CH:13]=[CH:14][CH:15]=4)[NH:10][N:9]=3)[CH2:6][CH2:7]2)[N:19]=1. (8) Reactant: C[O:2][C:3](=[O:41])[C@@H:4]([NH:8][S:9]([C:12]1[CH:17]=[CH:16][C:15]([C:18]2[CH:23]=[CH:22][C:21]([NH:24][C:25]([C:27]3[O:28][C:29]4[CH:36]=[CH:35][C:34]([C:37]#[N:38])=[C:33]([O:39][CH3:40])[C:30]=4[C:31]=3[CH3:32])=[O:26])=[CH:20][CH:19]=2)=[CH:14][CH:13]=1)(=[O:11])=[O:10])[CH:5]([CH3:7])[CH3:6].[Li+].[OH-]. Product: [C:37]([C:34]1[CH:35]=[CH:36][C:29]2[O:28][C:27]([C:25]([NH:24][C:21]3[CH:20]=[CH:19][C:18]([C:15]4[CH:16]=[CH:17][C:12]([S:9]([NH:8][C@@H:4]([CH:5]([CH3:7])[CH3:6])[C:3]([OH:41])=[O:2])(=[O:10])=[O:11])=[CH:13][CH:14]=4)=[CH:23][CH:22]=3)=[O:26])=[C:31]([CH3:32])[C:30]=2[C:33]=1[O:39][CH3:40])#[N:38]. The catalyst class is: 1.